This data is from Forward reaction prediction with 1.9M reactions from USPTO patents (1976-2016). The task is: Predict the product of the given reaction. (1) Given the reactants Br[C:2]1[CH:3]=[C:4]([C:14]([NH:16][CH2:17][C:18]2[C:19](=[O:28])[NH:20][C:21]([CH3:27])=[CH:22][C:23]=2[CH2:24][CH2:25][CH3:26])=[O:15])[C:5]2[CH:6]=[N:7][N:8]([CH:11]([CH3:13])[CH3:12])[C:9]=2[CH:10]=1.[CH3:29][C:30]1[C:35](B(O)O)=[CH:34][CH:33]=[CH:32][N:31]=1, predict the reaction product. The product is: [CH3:12][CH:11]([N:8]1[C:9]2[CH:10]=[C:2]([C:35]3[C:30]([CH3:29])=[N:31][CH:32]=[CH:33][CH:34]=3)[CH:3]=[C:4]([C:14]([NH:16][CH2:17][C:18]3[C:19](=[O:28])[NH:20][C:21]([CH3:27])=[CH:22][C:23]=3[CH2:24][CH2:25][CH3:26])=[O:15])[C:5]=2[CH:6]=[N:7]1)[CH3:13]. (2) Given the reactants [F:1][C:2]1[CH:3]=[C:4]([C:9]2[CH:10]=[C:11]3[C:16](=[CH:17][CH:18]=2)[C:15](=[O:19])[CH2:14][CH2:13][CH2:12]3)[CH:5]=[CH:6][C:7]=1[F:8].[BH4-].[Na+], predict the reaction product. The product is: [F:1][C:2]1[CH:3]=[C:4]([C:9]2[CH:10]=[C:11]3[C:16](=[CH:17][CH:18]=2)[CH:15]([OH:19])[CH2:14][CH2:13][CH2:12]3)[CH:5]=[CH:6][C:7]=1[F:8].